This data is from Full USPTO retrosynthesis dataset with 1.9M reactions from patents (1976-2016). The task is: Predict the reactants needed to synthesize the given product. (1) Given the product [CH2:5]1[CH:6]2[C:7]([CH2:8][CH2:9][CH2:10][CH2:11]2)=[CH:12][CH2:1][O:4]1, predict the reactants needed to synthesize it. The reactants are: [CH2:1]([O:4][CH2:5][CH:6]1[CH2:11][CH2:10][CH2:9][CH2:8][C:7]1=[CH2:12])C=C. (2) Given the product [Br:1][C:2]1[CH:3]=[CH:4][C:5]([S:9]([NH:13][C:14]2[C:15]([CH3:21])=[N:16][N:17]([CH3:20])[C:18]=2[CH3:19])(=[O:11])=[O:10])=[C:6]([Cl:8])[CH:7]=1, predict the reactants needed to synthesize it. The reactants are: [Br:1][C:2]1[CH:7]=[C:6]([Cl:8])[C:5]([S:9](Cl)(=[O:11])=[O:10])=[CH:4][CH:3]=1.[NH2:13][C:14]1[C:15]([CH3:21])=[N:16][N:17]([CH3:20])[C:18]=1[CH3:19]. (3) Given the product [Br:1][C:2]1[CH:3]=[C:4]2[C:8](=[CH:9][CH:10]=1)[C:7](=[O:6])[NH:15][N:14]=[CH:5]2, predict the reactants needed to synthesize it. The reactants are: [Br:1][C:2]1[CH:3]=[C:4]2[C:8](=[CH:9][CH:10]=1)[C:7](=O)[O:6][CH:5]2O.O.[NH2:14][NH2:15].